This data is from Full USPTO retrosynthesis dataset with 1.9M reactions from patents (1976-2016). The task is: Predict the reactants needed to synthesize the given product. (1) Given the product [CH3:1][O:2][C:3]([CH:5]1[C:14]2[C:9](=[CH:10][C:11]([O:15][CH2:30][CH:31]3[CH2:33][CH2:32]3)=[CH:12][CH:13]=2)[CH2:8][CH2:7][N:6]1[CH2:16][C:17]1[CH:18]=[CH:19][C:20]([C@@H:23]([NH:25][C:26](=[O:28])[CH3:27])[CH3:24])=[CH:21][CH:22]=1)=[O:4], predict the reactants needed to synthesize it. The reactants are: [CH3:1][O:2][C:3]([CH:5]1[C:14]2[C:9](=[CH:10][C:11]([OH:15])=[CH:12][CH:13]=2)[CH2:8][CH2:7][N:6]1[CH2:16][C:17]1[CH:22]=[CH:21][C:20]([C@@H:23]([NH:25][C:26](=[O:28])[CH3:27])[CH3:24])=[CH:19][CH:18]=1)=[O:4].Br[CH2:30][CH:31]1[CH2:33][CH2:32]1.C([O-])([O-])=O.[K+].[K+]. (2) Given the product [NH2:3][C:8]1[N:13]=[C:12]([CH2:14][C:15]([N:17]2[C:22]3[CH:23]=[CH:24][C:25]([NH:27][C:28]([C:30]4[C:31]([C:36]5[CH:37]=[CH:38][C:39]([C:42]([F:43])([F:45])[F:44])=[CH:40][CH:41]=5)=[CH:32][CH:33]=[CH:34][CH:35]=4)=[O:29])=[CH:26][C:21]=3[O:20][CH2:19][CH2:18]2)=[O:16])[CH:11]=[CH:10][CH:9]=1, predict the reactants needed to synthesize it. The reactants are: CC1[N:3]([C:8]2[N:13]=[C:12]([CH2:14][C:15]([N:17]3[C:22]4[CH:23]=[CH:24][C:25]([NH:27][C:28]([C:30]5[C:31]([C:36]6[CH:41]=[CH:40][C:39]([C:42]([F:45])([F:44])[F:43])=[CH:38][CH:37]=6)=[CH:32][CH:33]=[CH:34][CH:35]=5)=[O:29])=[CH:26][C:21]=4[O:20][CH2:19][CH2:18]3)=[O:16])[CH:11]=[CH:10][CH:9]=2)C(C)=CC=1.Cl.NO.C(N(CC)CC)C. (3) Given the product [CH:21]1([CH:17]([OH:18])[C:16]2[CH:15]=[CH:14][C:13]([C:11]([N:7]3[CH2:8][CH2:9][CH2:10][N:4]([CH:1]4[CH2:3][CH2:2]4)[CH2:5][CH2:6]3)=[O:12])=[CH:20][CH:19]=2)[CH2:26][CH2:25][CH2:24][CH2:23][CH2:22]1, predict the reactants needed to synthesize it. The reactants are: [CH:1]1([N:4]2[CH2:10][CH2:9][CH2:8][N:7]([C:11]([C:13]3[CH:20]=[CH:19][C:16]([CH:17]=[O:18])=[CH:15][CH:14]=3)=[O:12])[CH2:6][CH2:5]2)[CH2:3][CH2:2]1.[CH:21]1([Mg]Cl)[CH2:26][CH2:25][CH2:24][CH2:23][CH2:22]1. (4) Given the product [I-:1].[CH2:21]([N:6]([CH2:4][CH3:5])[C:7]1[CH:8]=[CH:9][C:10]2[NH2+:11][C:12]3[C:17]([S:18][C:19]=2[CH:20]=1)=[CH:16][C:15]([NH:32][CH:31]([CH2:40][CH2:41][CH2:28][N:25]([CH2:26][CH3:27])[CH2:23][CH3:24])[CH3:30])=[CH:14][CH:13]=3)[CH3:22], predict the reactants needed to synthesize it. The reactants are: [I-:1].[I-].[I-].[CH2:4]([N:6]([CH2:21][CH3:22])[C:7]1[CH:8]=[CH:9][C:10]2[NH2+:11][C:12]3[C:17]([S:18][C:19]=2[CH:20]=1)=[CH:16][CH:15]=[CH:14][CH:13]=3)[CH3:5].[CH2:23]([N:25]([C:28]1C=[CH:30][C:31]2[NH2+:32]C3C(S[C:40]=2[CH:41]=1)=CC=CC=3)[CH2:26][CH3:27])[CH3:24].C(N(C1C=CC2[NH2+]C3C(SC=2C=1)=CC=CC=3)CC)C.C(N(CC)CCCC(N)C)C. (5) The reactants are: [NH2:1][CH2:2][CH2:3][N:4]1[C:12]([C:13]2[CH:18]=[CH:17][CH:16]=[C:15]([Cl:19])[CH:14]=2)=[C:11]2[C:6]([N:7]([CH3:23])[C:8](=[O:22])[N:9]([CH3:21])[C:10]2=[O:20])=[CH:5]1.[Cl:24][C:25]1[O:29][C:28]([CH:30]=O)=[CH:27][CH:26]=1. Given the product [Cl:24][C:25]1[O:29][C:28]([CH:30]2[C:5]3=[C:6]4[C:11](=[C:12]([C:13]5[CH:18]=[CH:17][CH:16]=[C:15]([Cl:19])[CH:14]=5)[N:4]3[CH2:3][CH2:2][NH:1]2)[C:10](=[O:20])[N:9]([CH3:21])[C:8](=[O:22])[N:7]4[CH3:23])=[CH:27][CH:26]=1, predict the reactants needed to synthesize it. (6) Given the product [CH3:24][C:5]1([CH2:4][NH2:1])[CH2:10][CH2:9][CH:8]([S:11]([C:14]2[CH:19]=[CH:18][CH:17]=[C:16]([C:20]([F:23])([F:21])[F:22])[CH:15]=2)(=[O:13])=[O:12])[CH2:7][CH2:6]1, predict the reactants needed to synthesize it. The reactants are: [N:1]([CH2:4][C:5]1([CH3:24])[CH2:10][CH2:9][CH:8]([S:11]([C:14]2[CH:19]=[CH:18][CH:17]=[C:16]([C:20]([F:23])([F:22])[F:21])[CH:15]=2)(=[O:13])=[O:12])[CH2:7][CH2:6]1)=[N+]=[N-]. (7) Given the product [F:20][C:17]([F:18])([F:19])[C:12]([C:3]1[CH:4]=[CH:5][C:6]2[C:11](=[CH:10][CH:9]=[CH:8][CH:7]=2)[C:2]=1[NH:1][C:28](=[O:29])[C:27]1[CH:31]=[CH:32][C:24]([C:23]([F:22])([F:33])[F:34])=[CH:25][CH:26]=1)([OH:21])[C:13]([F:14])([F:15])[F:16], predict the reactants needed to synthesize it. The reactants are: [NH2:1][C:2]1[C:11]2[C:6](=[CH:7][CH:8]=[CH:9][CH:10]=2)[CH:5]=[CH:4][C:3]=1[C:12]([OH:21])([C:17]([F:20])([F:19])[F:18])[C:13]([F:16])([F:15])[F:14].[F:22][C:23]([F:34])([F:33])[C:24]1[CH:32]=[CH:31][C:27]([C:28](Cl)=[O:29])=[CH:26][CH:25]=1.